Dataset: Forward reaction prediction with 1.9M reactions from USPTO patents (1976-2016). Task: Predict the product of the given reaction. (1) Given the reactants [CH3:1][O:2][C:3]([C:5]1[C:13]2[C:8](=[CH:9][CH:10]=[CH:11][CH:12]=2)[NH:7][CH:6]=1)=[O:4].I[CH2:15][CH3:16].[H-].[Na+], predict the reaction product. The product is: [CH3:1][O:2][C:3]([C:5]1[C:13]2[C:8](=[CH:9][CH:10]=[CH:11][CH:12]=2)[N:7]([CH2:15][CH3:16])[CH:6]=1)=[O:4]. (2) Given the reactants [CH3:1][C@@H:2]([CH2:5][CH3:6])[CH2:3][NH2:4].OC1C=CC=CN=1.[C:14]([O:18][C:19](=[O:48])[NH:20][C@H:21]([C@@H:39]1[CH2:43][C@@H:42]([CH:44]([CH3:46])[CH3:45])[C:41](=[O:47])[O:40]1)[CH2:22][N:23]1[CH2:28][C:27](=[O:29])[N:26]([C:30]2[CH:35]=[CH:34][CH:33]=[CH:32][C:31]=2[Cl:36])[CH2:25][C:24]1([CH3:38])[CH3:37])([CH3:17])([CH3:16])[CH3:15], predict the reaction product. The product is: [C:14]([O:18][C:19](=[O:48])[NH:20][C@@H:21]([CH2:22][N:23]1[CH2:28][C:27](=[O:29])[N:26]([C:30]2[CH:35]=[CH:34][CH:33]=[CH:32][C:31]=2[Cl:36])[CH2:25][C:24]1([CH3:38])[CH3:37])[C@@H:39]([OH:40])[CH2:43][C@H:42]([C:41](=[O:47])[NH:4][CH2:3][C@@H:2]([CH3:1])[CH2:5][CH3:6])[CH:44]([CH3:46])[CH3:45])([CH3:15])([CH3:17])[CH3:16]. (3) Given the reactants [F:1][C:2]1[CH:7]=[CH:6][C:5](B(O)O)=[CH:4][C:3]=1[C:11]1[N:12]=[N:13][CH:14]=[CH:15][CH:16]=1.Br[C:18]1[N:22]2[N:23]=[CH:24][C:25]([C:27]([OH:30])([CH3:29])[CH3:28])=[N:26][C:21]2=[N:20][CH:19]=1, predict the reaction product. The product is: [F:1][C:2]1[CH:7]=[CH:6][C:5]([C:18]2[N:22]3[N:23]=[CH:24][C:25]([C:27]([OH:30])([CH3:28])[CH3:29])=[N:26][C:21]3=[N:20][CH:19]=2)=[CH:4][C:3]=1[C:11]1[N:12]=[N:13][CH:14]=[CH:15][CH:16]=1. (4) Given the reactants [CH3:1][C:2](=[CH:7][CH2:8][CH2:9][CH:10]([CH3:13])[CH:11]=[CH2:12])[CH2:3][CH2:4][CH:5]=O.[NH2:14][OH:15], predict the reaction product. The product is: [CH3:1][C:2](=[CH:7][CH2:8][CH2:9][CH:10]([CH3:13])[CH:11]=[CH2:12])[CH2:3][CH2:4][CH:5]=[N:14][OH:15]. (5) Given the reactants C([O-])=O.[NH4+].O1CCCC1.C([N:13]1[C:21](=[O:22])[C:20]2[C:15](=[N:16][C:17]([S:23][CH3:24])=[N:18][CH:19]=2)[N:14]1[C:25]1[N:30]=[C:29]([N:31]2[CH:36]=[CH:35][CH:34]=[CH:33][C:32]2=[O:37])[CH:28]=[CH:27][CH:26]=1)C=C, predict the reaction product. The product is: [CH3:24][S:23][C:17]1[N:16]=[C:15]2[N:14]([C:25]3[N:30]=[C:29]([N:31]4[CH:36]=[CH:35][CH:34]=[CH:33][C:32]4=[O:37])[CH:28]=[CH:27][CH:26]=3)[NH:13][C:21](=[O:22])[C:20]2=[CH:19][N:18]=1. (6) Given the reactants [Cl:1][C:2]1[C:3]2[C:17]([I:18])=[CH:16][NH:15][C:4]=2[N:5]=[C:6]([NH:8][C:9](=[O:14])[C:10]([CH3:13])([CH3:12])[CH3:11])[N:7]=1.Cl.Cl[CH2:21][C:22]1[C:27]([CH3:28])=[C:26]([O:29][CH3:30])[C:25]([CH3:31])=[CH:24][N:23]=1.C([O-])([O-])=O.[K+].[K+], predict the reaction product. The product is: [Cl:1][C:2]1[C:3]2[C:17]([I:18])=[CH:16][N:15]([CH2:21][C:22]3[C:27]([CH3:28])=[C:26]([O:29][CH3:30])[C:25]([CH3:31])=[CH:24][N:23]=3)[C:4]=2[N:5]=[C:6]([NH:8][C:9](=[O:14])[C:10]([CH3:11])([CH3:12])[CH3:13])[N:7]=1. (7) Given the reactants C[O:2][C:3](=[O:14])[C:4]([CH3:13])([CH:6]1[CH2:11][CH2:10][CH2:9][N:8]([CH3:12])[CH2:7]1)[CH3:5].[OH-].[Li+].Cl, predict the reaction product. The product is: [CH3:13][C:4]([CH:6]1[CH2:11][CH2:10][CH2:9][N:8]([CH3:12])[CH2:7]1)([CH3:5])[C:3]([OH:14])=[O:2]. (8) Given the reactants [CH2:1]([CH:8]([NH:22][C:23]([C:25]1[CH:34]=[N:33][C:32]2[C:27](=[CH:28][CH:29]=[CH:30][CH:31]=2)[N:26]=1)=[O:24])[CH:9]([OH:21])[CH2:10][CH:11]([C:18](=[NH:20])[NH2:19])[CH2:12][CH2:13][C:14]([F:17])([CH3:16])[CH3:15])[C:2]1[CH:7]=[CH:6][CH:5]=[CH:4][CH:3]=1.[N:35]#[C:36]Br, predict the reaction product. The product is: [C:36]([N:20]=[C:18]([NH2:19])[CH:11]([CH2:12][CH2:13][C:14]([F:17])([CH3:16])[CH3:15])[CH2:10][CH:9]([OH:21])[CH:8]([NH:22][C:23]([C:25]1[CH:34]=[N:33][C:32]2[C:27](=[CH:28][CH:29]=[CH:30][CH:31]=2)[N:26]=1)=[O:24])[CH2:1][C:2]1[CH:7]=[CH:6][CH:5]=[CH:4][CH:3]=1)#[N:35]. (9) Given the reactants [CH3:1][O:2][C:3]1[CH:8]=[CH:7][CH:6]=[CH:5][C:4]=1[C:9]1[N:17]2[C:12]([CH:13]=[N:14][C:15](O)=[N:16]2)=[CH:11][CH:10]=1.[N:19]1[CH:24]=[CH:23][CH:22]=[C:21]([C:25]2[CH:30]=[CH:29][C:28]([NH2:31])=[CH:27][CH:26]=2)[CH:20]=1, predict the reaction product. The product is: [CH3:1][O:2][C:3]1[CH:8]=[CH:7][CH:6]=[CH:5][C:4]=1[C:9]1[N:17]2[C:12]([CH:13]=[N:14][C:15]([NH:31][C:28]3[CH:27]=[CH:26][C:25]([C:21]4[CH:20]=[N:19][CH:24]=[CH:23][CH:22]=4)=[CH:30][CH:29]=3)=[N:16]2)=[CH:11][CH:10]=1.